From a dataset of Forward reaction prediction with 1.9M reactions from USPTO patents (1976-2016). Predict the product of the given reaction. Given the reactants [OH:1][C:2]1[CH:17]=[CH:16][C:5]([C:6]([O:8][CH2:9][C:10]2[CH:15]=[CH:14][CH:13]=[CH:12][CH:11]=2)=[O:7])=[CH:4][CH:3]=1.C(=O)([O-])[O-].[K+].[K+].Br[CH2:25][C:26]([O:28][C:29]([CH3:32])([CH3:31])[CH3:30])=[O:27], predict the reaction product. The product is: [C:29]([O:28][C:26](=[O:27])[CH2:25][O:1][C:2]1[CH:17]=[CH:16][C:5]([C:6]([O:8][CH2:9][C:10]2[CH:15]=[CH:14][CH:13]=[CH:12][CH:11]=2)=[O:7])=[CH:4][CH:3]=1)([CH3:32])([CH3:31])[CH3:30].